Dataset: Peptide-MHC class I binding affinity with 185,985 pairs from IEDB/IMGT. Task: Regression. Given a peptide amino acid sequence and an MHC pseudo amino acid sequence, predict their binding affinity value. This is MHC class I binding data. (1) The peptide sequence is EHYVRITGL. The MHC is HLA-A01:01 with pseudo-sequence HLA-A01:01. The binding affinity (normalized) is 0.0847. (2) The peptide sequence is RRKTNLYGF. The MHC is HLA-A02:01 with pseudo-sequence HLA-A02:01. The binding affinity (normalized) is 0.0847.